Predict which catalyst facilitates the given reaction. From a dataset of Catalyst prediction with 721,799 reactions and 888 catalyst types from USPTO. (1) Reactant: [OH:1][C:2]1[CH:10]=[CH:9][CH:8]=[C:7]2[C:3]=1[CH:4]=[CH:5][NH:6]2.[Br:11][CH2:12][CH2:13][CH2:14][CH2:15][CH2:16]Br.C(=O)([O-])[O-].[K+].[K+]. Product: [Br:11][CH2:12][CH2:13][CH2:14][CH2:15][CH2:16][O:1][C:2]1[CH:10]=[CH:9][CH:8]=[C:7]2[C:3]=1[CH:4]=[CH:5][NH:6]2. The catalyst class is: 60. (2) Reactant: [NH2:1][C:2]1[N:11]=[CH:10][CH:9]=[CH:8][C:3]=1[C:4]([O:6][CH3:7])=[O:5].[Cl:12][C:13]1[S:17][C:16]([C:18](Cl)=[O:19])=[CH:15][CH:14]=1. Product: [Cl:12][C:13]1[S:17][C:16]([C:18]([NH:1][C:2]2[N:11]=[CH:10][CH:9]=[CH:8][C:3]=2[C:4]([O:6][CH3:7])=[O:5])=[O:19])=[CH:15][CH:14]=1. The catalyst class is: 4. (3) Reactant: [O:1]1[C:6]2[CH:7]=[CH:8][C:9]([NH:11][C:12]([C:14]3[CH:19]=[CH:18][C:17]([CH3:20])=[CH:16][CH:15]=3)=[NH:13])=[CH:10][C:5]=2[O:4][CH2:3][CH2:2]1.C(=O)(O)[O-].[Na+].Br[CH2:27][C:28](=O)[C:29]([O:31][CH2:32][CH3:33])=[O:30]. Product: [O:1]1[C:6]2[CH:7]=[CH:8][C:9]([N:11]3[CH:27]=[C:28]([C:29]([O:31][CH2:32][CH3:33])=[O:30])[N:13]=[C:12]3[C:14]3[CH:15]=[CH:16][C:17]([CH3:20])=[CH:18][CH:19]=3)=[CH:10][C:5]=2[O:4][CH2:3][CH2:2]1. The catalyst class is: 12.